From a dataset of Full USPTO retrosynthesis dataset with 1.9M reactions from patents (1976-2016). Predict the reactants needed to synthesize the given product. (1) Given the product [Cl:1][C:2]1[CH:7]=[C:6]([Cl:8])[C:5]([O:9][CH3:10])=[CH:4][C:3]=1[NH:11][C:12]1[C:17]([C:18]#[N:19])=[CH:16][N:15]=[C:14]2[CH:20]=[C:21]([C:25]#[C:24][C:26]3[CH:27]=[N:28][CH:29]=[CH:30][CH:31]=3)[S:22][C:13]=12, predict the reactants needed to synthesize it. The reactants are: [Cl:1][C:2]1[CH:7]=[C:6]([Cl:8])[C:5]([O:9][CH3:10])=[CH:4][C:3]=1[NH:11][C:12]1[C:17]([C:18]#[N:19])=[CH:16][N:15]=[C:14]2[CH:20]=[C:21](I)[S:22][C:13]=12.[C:24]([C:26]1[CH:27]=[N:28][CH:29]=[CH:30][CH:31]=1)#[CH:25].CO. (2) Given the product [ClH:33].[NH2:8][C@@H:12]([CH2:13][C:14]1[CH:19]=[CH:18][C:17]([O:20][CH2:21][C:22]2[CH:23]=[CH:24][CH:25]=[CH:26][CH:27]=2)=[C:16]([N+:28]([O-:30])=[O:29])[CH:15]=1)[CH2:11][OH:10], predict the reactants needed to synthesize it. The reactants are: C(OC([N:8]1[C@@H:12]([CH2:13][C:14]2[CH:19]=[CH:18][C:17]([O:20][CH2:21][C:22]3[CH:27]=[CH:26][CH:25]=[CH:24][CH:23]=3)=[C:16]([N+:28]([O-:30])=[O:29])[CH:15]=2)[CH2:11][O:10]C1(C)C)=O)(C)(C)C.[ClH:33]. (3) Given the product [CH3:61][C:62]1[S:66][C:65]([NH:67][C:49]([C:34]2([CH2:33][NH:32][C:30](=[O:31])[O:29][C:25]([CH3:27])([CH3:28])[CH3:26])[CH2:39][CH2:38][N:37]([C:40]3[C:41]4[CH:48]=[CH:47][NH:46][C:42]=4[N:43]=[CH:44][N:45]=3)[CH2:36][CH2:35]2)=[O:51])=[N:64][CH:63]=1, predict the reactants needed to synthesize it. The reactants are: CN(C(ON1N=NC2C=CC=NC1=2)=[N+](C)C)C.F[P-](F)(F)(F)(F)F.[C:25]([O:29][C:30]([NH:32][CH2:33][C:34]1([C:49]([OH:51])=O)[CH2:39][CH2:38][N:37]([C:40]2[C:41]3[CH:48]=[CH:47][NH:46][C:42]=3[N:43]=[CH:44][N:45]=2)[CH2:36][CH2:35]1)=[O:31])([CH3:28])([CH3:27])[CH3:26].CCN(C(C)C)C(C)C.[CH3:61][C:62]1[S:66][C:65]([NH2:67])=[N:64][CH:63]=1. (4) Given the product [Si:22]([O:21][C@H:19]([CH3:20])[C@@H:18]([NH:29][C:30]1[CH:35]=[CH:34][C:33]([C:36]#[N:37])=[C:32]([Cl:38])[C:31]=1[CH3:39])[C:17]1[O:14][C:13]([C:12]2[CH:41]=[CH:42][C:9]([O:8][Si:1]([C:4]([CH3:6])([CH3:5])[CH3:7])([CH3:3])[CH3:2])=[CH:10][CH:11]=2)=[N:15][N:16]=1)([C:25]([CH3:26])([CH3:27])[CH3:28])([CH3:23])[CH3:24], predict the reactants needed to synthesize it. The reactants are: [Si:1]([O:8][C:9]1[CH:42]=[CH:41][C:12]([C:13]([NH:15][NH:16][C:17](=O)[C@H:18]([NH:29][C:30]2[CH:35]=[CH:34][C:33]([C:36]#[N:37])=[C:32]([Cl:38])[C:31]=2[CH3:39])[C@H:19]([O:21][Si:22]([C:25]([CH3:28])([CH3:27])[CH3:26])([CH3:24])[CH3:23])[CH3:20])=[O:14])=[CH:11][CH:10]=1)([C:4]([CH3:7])([CH3:6])[CH3:5])([CH3:3])[CH3:2].C1C=CC(P(C2C=CC=CC=2)C2C=CC=CC=2)=CC=1.[Si](O[C@@H](C)[C@@H](NC1C=CC(C#N)=C(Cl)C=1C)C1OC(C2C=CC=C(O[Si](C(C)(C)C)(C)C)C=2)=NN=1)(C(C)(C)C)(C)C. (5) Given the product [Br:1][C:2]1[CH:3]=[C:4]2[C:9](=[CH:10][CH:11]=1)[C:8](=[O:12])[NH:7][CH:6]=[C:5]2[CH2:22][N:30]1[CH2:29][CH2:28][N:27]([C:31]([O:33][C:34]([CH3:37])([CH3:36])[CH3:35])=[O:32])[CH2:26][C@H:25]1[CH3:24], predict the reactants needed to synthesize it. The reactants are: [Br:1][C:2]1[CH:3]=[C:4]2[C:9](=[CH:10][CH:11]=1)[C:8](=[O:12])[N:7](S(C1C=CC=CC=1)(=O)=O)[CH:6]=[C:5]2[CH2:22]Br.[CH3:24][C@H:25]1[NH:30][CH2:29][CH2:28][N:27]([C:31]([O:33][C:34]([CH3:37])([CH3:36])[CH3:35])=[O:32])[CH2:26]1.C(N(CC)C(C)C)(C)C.[OH-].[Na+].